From a dataset of Rat liver microsome stability data. Regression/Classification. Given a drug SMILES string, predict its absorption, distribution, metabolism, or excretion properties. Task type varies by dataset: regression for continuous measurements (e.g., permeability, clearance, half-life) or binary classification for categorical outcomes (e.g., BBB penetration, CYP inhibition). Dataset: rlm. (1) The drug is COc1ccc(CN(C)C)c(-c2cc3c(Nc4ccc5[nH]ccc5c4C)c(C#N)cnc3s2)c1. The result is 1 (stable in rat liver microsomes). (2) The drug is N#CC1(c2ccc(-c3c(C(=O)N4CCN(C(=O)C5CC5)CC4)cnc4ccsc34)cc2)CC1. The result is 1 (stable in rat liver microsomes). (3) The drug is O=C(Nc1ccc2oc(-c3cccnc3)nc2c1)c1ccc(-c2cccc(Cl)c2)o1. The result is 0 (unstable in rat liver microsomes). (4) The compound is COCCCC[C@@](O)(c1cccc(F)c1Oc1ccccc1C)[C@@H]1CCCN(C(=O)[C@H]2C[C@@H](N)[C@@H](O)C2)C1. The result is 0 (unstable in rat liver microsomes). (5) The compound is CC(=O)c1c(C)n(-c2ccccc2)c2ccc(O)cc12. The result is 1 (stable in rat liver microsomes). (6) The drug is Cc1c(Nc2c(C#N)cncc2C=Cc2ccc(CN3CCCCC3)cn2)ccc2[nH]ccc12. The result is 1 (stable in rat liver microsomes). (7) The drug is Cn1c(=O)nc2n(CCC3CC3)nc(C34CC5CC(CC(C5)C3)C4)nc-2c1=O. The result is 1 (stable in rat liver microsomes).